This data is from Forward reaction prediction with 1.9M reactions from USPTO patents (1976-2016). The task is: Predict the product of the given reaction. (1) Given the reactants Br[C:2]1[CH:18]=[CH:17][C:5]([O:6][CH:7]([CH3:16])[CH2:8][NH:9][S:10]([CH:13]([CH3:15])[CH3:14])(=[O:12])=[O:11])=[CH:4][CH:3]=1.[CH:19]1(B(O)O)[CH2:23][CH2:22][CH2:21]C1.C(Cl)Cl.[OH-:30].[Na+].[CH2:32]1[CH2:36][O:35][CH2:34][CH2:33]1, predict the reaction product. The product is: [CH3:14][CH:13]([S:10]([NH:9][CH2:8][CH:7]([O:6][C:5]1[CH:17]=[CH:18][C:2]([C:22]2[CH:21]=[CH:32][C:36]([O:35][CH:34]([CH3:33])[CH2:8][NH:9][S:10]([CH:13]([CH3:15])[CH3:14])(=[O:11])=[O:30])=[CH:19][CH:23]=2)=[CH:3][CH:4]=1)[CH3:16])(=[O:12])=[O:11])[CH3:15]. (2) Given the reactants [NH2:1][C:2]1[CH:3]=[C:4]([C:8]2[N:9]=[C:10]([CH3:33])[S:11][C:12]=2[C:13]2[CH:18]=[CH:17][N:16]=[C:15]([NH:19][C:20]3[CH:25]=[CH:24][C:23]([O:26][CH2:27][CH2:28][N:29]([CH3:31])[CH3:30])=[C:22]([Cl:32])[CH:21]=3)[N:14]=2)[CH:5]=[CH:6][CH:7]=1.[CH3:34][C:35]1[CH:36]=[C:37]([CH:41]=[CH:42][CH:43]=1)[C:38](Cl)=[O:39], predict the reaction product. The product is: [Cl:32][C:22]1[CH:21]=[C:20]([NH:19][C:15]2[N:14]=[C:13]([C:12]3[S:11][C:10]([CH3:33])=[N:9][C:8]=3[C:4]3[CH:3]=[C:2]([NH:1][C:38](=[O:39])[C:37]4[CH:41]=[CH:42][CH:43]=[C:35]([CH3:34])[CH:36]=4)[CH:7]=[CH:6][CH:5]=3)[CH:18]=[CH:17][N:16]=2)[CH:25]=[CH:24][C:23]=1[O:26][CH2:27][CH2:28][N:29]([CH3:30])[CH3:31].